This data is from NCI-60 drug combinations with 297,098 pairs across 59 cell lines. The task is: Regression. Given two drug SMILES strings and cell line genomic features, predict the synergy score measuring deviation from expected non-interaction effect. (1) Drug 1: CN(C)C1=NC(=NC(=N1)N(C)C)N(C)C. Drug 2: C1CN(CCN1C(=O)CCBr)C(=O)CCBr. Cell line: EKVX. Synergy scores: CSS=-6.85, Synergy_ZIP=0.470, Synergy_Bliss=-4.80, Synergy_Loewe=-6.65, Synergy_HSA=-6.03. (2) Drug 1: C1CCC(CC1)NC(=O)N(CCCl)N=O. Drug 2: CNC(=O)C1=NC=CC(=C1)OC2=CC=C(C=C2)NC(=O)NC3=CC(=C(C=C3)Cl)C(F)(F)F. Cell line: K-562. Synergy scores: CSS=57.1, Synergy_ZIP=-2.78, Synergy_Bliss=-1.09, Synergy_Loewe=-0.889, Synergy_HSA=0.0158. (3) Drug 1: C1=NC2=C(N=C(N=C2N1C3C(C(C(O3)CO)O)F)Cl)N. Drug 2: CS(=O)(=O)OCCCCOS(=O)(=O)C. Cell line: K-562. Synergy scores: CSS=8.33, Synergy_ZIP=0.0774, Synergy_Bliss=0.350, Synergy_Loewe=-1.27, Synergy_HSA=-1.09. (4) Drug 1: C1C(C(OC1N2C=C(C(=O)NC2=O)F)CO)O. Drug 2: CC1=C(C(CCC1)(C)C)C=CC(=CC=CC(=CC(=O)O)C)C. Cell line: NCI/ADR-RES. Synergy scores: CSS=9.97, Synergy_ZIP=-2.66, Synergy_Bliss=-1.56, Synergy_Loewe=-8.56, Synergy_HSA=-1.35.